This data is from Full USPTO retrosynthesis dataset with 1.9M reactions from patents (1976-2016). The task is: Predict the reactants needed to synthesize the given product. (1) The reactants are: [C:1]([C:3]1[CH:8]=[CH:7][C:6]([C:9]2[CH:10]=[N:11][N:12]([C:15]3[CH:23]=[CH:22][C:18]([C:19]([OH:21])=O)=[CH:17][N:16]=3)[C:13]=2[OH:14])=[C:5]([CH3:24])[CH:4]=1)#[N:2].[CH:25]1([C@H:28]([NH2:30])[CH3:29])[CH2:27][CH2:26]1. Given the product [C:1]([C:3]1[CH:8]=[CH:7][C:6]([C:9]2[CH:10]=[N:11][N:12]([C:15]3[CH:23]=[CH:22][C:18]([C:19]([NH:30][C@@H:28]([CH:25]4[CH2:27][CH2:26]4)[CH3:29])=[O:21])=[CH:17][N:16]=3)[C:13]=2[OH:14])=[C:5]([CH3:24])[CH:4]=1)#[N:2], predict the reactants needed to synthesize it. (2) Given the product [C:23]1([NH:22][C:21]([C@@H:20]2[CH2:19][NH:18][CH2:17][C@H:16]2[NH:15][C:10]2[C:9]3[C:14](=[C:5]([C:3]([NH2:42])=[O:4])[CH:6]=[CH:7][CH:8]=3)[N:13]=[CH:12][N:11]=2)=[O:29])[CH:28]=[CH:27][CH:26]=[CH:25][CH:24]=1, predict the reactants needed to synthesize it. The reactants are: CO[C:3]([C:5]1[CH:6]=[CH:7][CH:8]=[C:9]2[C:14]=1[N:13]=[CH:12][N:11]=[C:10]2[NH:15][C@H:16]1[C@H:20]([C:21](=[O:29])[NH:22][C:23]2[CH:28]=[CH:27][CH:26]=[CH:25][CH:24]=2)[CH2:19][N:18](C(OC(C)(C)C)=O)[CH2:17]1)=[O:4].CS(C)=O.[OH-].[NH4+:42]. (3) Given the product [C:1]([N:3]=[C:4]([N:12]1[CH2:13][CH2:14][C:15]([CH2:24][CH2:25][N:26]2[CH:31]3[CH2:32][CH2:33][CH:27]2[CH2:28][CH:29]([N:34]2[C:38]4[CH:39]=[CH:40][CH:41]=[CH:42][C:37]=4[N:36]=[C:35]2[CH3:43])[CH2:30]3)([C:18]2[CH:23]=[CH:22][CH:21]=[CH:20][CH:19]=2)[CH2:16][CH2:17]1)[O:5][CH3:6])#[N:2], predict the reactants needed to synthesize it. The reactants are: [C:1]([N:3]=[C:4]([N:12]1[CH2:17][CH2:16][C:15]([CH2:24][CH2:25][N:26]2[CH:31]3[CH2:32][CH2:33][CH:27]2[CH2:28][CH:29]([N:34]2[C:38]4[CH:39]=[CH:40][CH:41]=[CH:42][C:37]=4[N:36]=[C:35]2[CH3:43])[CH2:30]3)([C:18]2[CH:23]=[CH:22][CH:21]=[CH:20][CH:19]=2)[CH2:14][CH2:13]1)[O:5][C:6]1C=CC=CC=1)#[N:2].C[O-].[Na+].[Na]. (4) Given the product [C:1]([O:5][C:6]([N:8]1[CH2:13][CH2:12][N:11]([CH2:14][CH:16]=[CH2:20])[CH2:10][C@@H:9]1[C:17]([OH:19])=[O:18])=[O:7])([CH3:2])([CH3:3])[CH3:4], predict the reactants needed to synthesize it. The reactants are: [C:1]([O:5][C:6]([N:8]1[CH2:13][CH2:12][N:11]([CH:14]([CH3:16])C)[CH2:10][C@@H:9]1[C:17]([OH:19])=[O:18])=[O:7])([CH3:4])([CH3:3])[CH3:2].[CH3:20]C(=C)CBr. (5) Given the product [Cl:21][CH2:20][CH2:19][CH2:18][O:16][C:13]1[CH:14]=[CH:15][C:10]([C:4]2[CH:5]=[CH:6][C:7]([C:8]#[N:9])=[C:2]([F:1])[CH:3]=2)=[CH:11][CH:12]=1, predict the reactants needed to synthesize it. The reactants are: [F:1][C:2]1[CH:3]=[C:4]([C:10]2[CH:15]=[CH:14][C:13]([OH:16])=[CH:12][CH:11]=2)[CH:5]=[CH:6][C:7]=1[C:8]#[N:9].Br[CH2:18][CH2:19][CH2:20][Cl:21].